This data is from Reaction yield outcomes from USPTO patents with 853,638 reactions. The task is: Predict the reaction yield, written as a fraction of the theoretical maximum amount of product (1.0 means a 100% yield; for example, 0.34 means a 34% yield). (1) The reactants are [H-].[Na+].[Br:3][C:4]1[CH:5]=[C:6]([OH:10])[CH:7]=[CH:8][CH:9]=1.[C:11]([O:15][C:16](=[O:29])[N:17]([C:19]1[CH:24]=[C:23](Cl)[CH:22]=[CH:21][C:20]=1[N+:26]([O-:28])=[O:27])[CH3:18])([CH3:14])([CH3:13])[CH3:12]. The catalyst is CN(C)C=O. The product is [C:11]([O:15][C:16](=[O:29])[N:17]([C:19]1[CH:24]=[C:23]([O:10][C:6]2[CH:7]=[CH:8][CH:9]=[C:4]([Br:3])[CH:5]=2)[CH:22]=[CH:21][C:20]=1[N+:26]([O-:28])=[O:27])[CH3:18])([CH3:14])([CH3:12])[CH3:13]. The yield is 0.830. (2) The reactants are CC1C=CC(S(O[CH2:12][C@@H:13]2[CH2:17][O:16][C:15]([CH3:19])([CH3:18])[O:14]2)(=O)=O)=CC=1.[C:20]([C:24]1[NH:25][C:26]2[C:31]([CH:32]=1)=[CH:30][C:29]([N+:33]([O-:35])=[O:34])=[CH:28][CH:27]=2)([CH3:23])([CH3:22])[CH3:21].C([O-])([O-])=O.[Cs+].[Cs+]. The catalyst is CN(C=O)C. The product is [C:20]([C:24]1[N:25]([CH2:12][C@@H:13]2[CH2:17][O:16][C:15]([CH3:18])([CH3:19])[O:14]2)[C:26]2[C:31]([CH:32]=1)=[CH:30][C:29]([N+:33]([O-:35])=[O:34])=[CH:28][CH:27]=2)([CH3:23])([CH3:21])[CH3:22]. The yield is 0.660. (3) The reactants are [CH:1]12[CH:8]([N:9]([CH3:17])[C:10](=[O:16])[O:11][C:12]([CH3:15])([CH3:14])[CH3:13])[CH:5]([CH2:6][CH2:7]1)[CH2:4][NH:3][CH2:2]2.CC1C=CC(S(O[CH2:29][CH2:30][CH2:31][NH:32][C:33]2[CH:38]=[CH:37][C:36]([C:39]#[N:40])=[CH:35][CH:34]=2)(=O)=O)=CC=1.C(=O)([O-])[O-].[K+].[K+]. The catalyst is CN(C=O)C. The product is [C:39]([C:36]1[CH:37]=[CH:38][C:33]([NH:32][CH2:31][CH2:30][CH2:29][N:3]2[CH2:4][CH:5]3[CH:8]([N:9]([CH3:17])[C:10](=[O:16])[O:11][C:12]([CH3:13])([CH3:14])[CH3:15])[CH:1]([CH2:7][CH2:6]3)[CH2:2]2)=[CH:34][CH:35]=1)#[N:40]. The yield is 0.590. (4) The reactants are [C:1]1([C:36]2[CH:41]=[CH:40][CH:39]=[CH:38][CH:37]=2)[CH:6]=[CH:5][C:4]([CH2:7][CH2:8][NH:9][C:10]([C:12]2[CH:35]=[CH:34][C:15]([O:16][C:17]3[CH:26]=[C:25]4[C:20]([CH:21]([C:27]([O:29]CC)=[O:28])[CH2:22][CH2:23][O:24]4)=[CH:19][C:18]=3C#N)=[CH:14][CH:13]=2)=[O:11])=[CH:3][CH:2]=1.O[Li].O.[ClH:45]. The catalyst is C1COCC1. The product is [C:1]1([C:36]2[CH:41]=[CH:40][CH:39]=[CH:38][CH:37]=2)[CH:6]=[CH:5][C:4]([CH2:7][CH2:8][NH:9][C:10]([C:12]2[CH:35]=[CH:34][C:15]([O:16][C:17]3[CH:26]=[C:25]4[C:20]([CH:21]([C:27]([OH:29])=[O:28])[CH2:22][CH2:23][O:24]4)=[CH:19][C:18]=3[Cl:45])=[CH:14][CH:13]=2)=[O:11])=[CH:3][CH:2]=1. The yield is 0.820. (5) The yield is 0.700. The product is [NH2:10][C:5]1[C:6]([C:8]([NH2:9])=[O:14])=[N:7][C:2]([Cl:1])=[CH:3][CH:4]=1. The catalyst is O. The reactants are [Cl:1][C:2]1[N:7]=[C:6]([C:8]#[N:9])[C:5]([N+:10]([O-])=O)=[CH:4][CH:3]=1.[NH4+].[OH-:14]. (6) The reactants are [C:1]([C:3]1[CH:4]=[C:5]2[C:10](=[CH:11][C:12]=1[O:13][CH2:14][CH2:15][O:16][CH3:17])[N:9]=[CH:8][CH:7]=[C:6]2[O:18][C:19]1[CH:24]=[CH:23][C:22]([NH:25][C:26](=O)[O:27]C2C=CC=CC=2)=[CH:21][CH:20]=1)#[N:2].[NH2:35][C:36]1[CH:41]=[CH:40][CH:39]=[CH:38][N:37]=1.C(OCC)(=O)C.O. The catalyst is CS(C)=O. The product is [C:1]([C:3]1[CH:4]=[C:5]2[C:10](=[CH:11][C:12]=1[O:13][CH2:14][CH2:15][O:16][CH3:17])[N:9]=[CH:8][CH:7]=[C:6]2[O:18][C:19]1[CH:24]=[CH:23][C:22]([NH:25][C:26]([NH:35][C:36]2[CH:41]=[CH:40][CH:39]=[CH:38][N:37]=2)=[O:27])=[CH:21][CH:20]=1)#[N:2]. The yield is 0.827. (7) The catalyst is CN(C)C=O.C(OCC)(=O)C. The reactants are [OH:1][CH2:2][CH2:3][O:4][CH2:5][CH2:6][NH:7][C:8]([C:10]1[CH:11]=[C:12]([CH:16]=[CH:17][CH:18]=1)[C:13]([OH:15])=O)=[O:9].CN(C(ON1N=NC2C=CC=NC1=2)=[N+](C)C)C.F[P-](F)(F)(F)(F)F.C(N(C(C)C)C(C)C)C.[NH2:52][C:53]1[CH:77]=[CH:76][C:75]([N:78]2[CH2:83][CH2:82][CH2:81][CH2:80][CH2:79]2)=[CH:74][C:54]=1[C:55]([NH:57][C:58]1[CH:63]=[N:62][C:61]([C:64]2[CH:69]=[CH:68][CH:67]=[C:66]([C:70]([F:73])([F:72])[F:71])[CH:65]=2)=[CH:60][N:59]=1)=[O:56]. The yield is 0.0700. The product is [OH:1][CH2:2][CH2:3][O:4][CH2:5][CH2:6][NH:7][C:8](=[O:9])[C:10]1[CH:18]=[CH:17][CH:16]=[C:12]([C:13]([NH:52][C:53]2[CH:77]=[CH:76][C:75]([N:78]3[CH2:83][CH2:82][CH2:81][CH2:80][CH2:79]3)=[CH:74][C:54]=2[C:55](=[O:56])[NH:57][C:58]2[CH:63]=[N:62][C:61]([C:64]3[CH:69]=[CH:68][CH:67]=[C:66]([C:70]([F:73])([F:72])[F:71])[CH:65]=3)=[CH:60][N:59]=2)=[O:15])[CH:11]=1. (8) The reactants are [C:1]([C:3]1[S:7][C:6]([N:8]2[CH2:13][CH2:12][O:11][CH2:10][CH2:9]2)=[N:5][C:4]=1[NH:14][C:15](=[O:17])[CH3:16])#[N:2].C([O-])([O-])=O.[K+].[K+].Br[CH2:25][C:26]1[CH:31]=[CH:30][CH:29]=[C:28]([C:32]([F:35])([F:34])[F:33])[C:27]=1[CH3:36]. The catalyst is CN(C)C=O. The product is [C:1]([C:3]1[S:7][C:6]([N:8]2[CH2:13][CH2:12][O:11][CH2:10][CH2:9]2)=[N:5][C:4]=1[N:14]([CH2:25][C:26]1[CH:31]=[CH:30][CH:29]=[C:28]([C:32]([F:33])([F:34])[F:35])[C:27]=1[CH3:36])[C:15](=[O:17])[CH3:16])#[N:2]. The yield is 0.810. (9) The reactants are [NH2:1][C:2]1[C:3]([C:31]([O:33]CC)=O)=[N:4][C:5]([C:15]2[CH:20]=[CH:19][CH:18]=[C:17]([C:21]#[C:22][C@:23]3([OH:30])[CH2:27][CH2:26][N:25]([CH3:28])[C:24]3=[O:29])[CH:16]=2)=[N:6][C:7]=1[O:8][CH:9]1[CH2:14][CH2:13][O:12][CH2:11][CH2:10]1.[NH3:36]. No catalyst specified. The product is [NH2:1][C:2]1[C:3]([C:31]([NH2:36])=[O:33])=[N:4][C:5]([C:15]2[CH:20]=[CH:19][CH:18]=[C:17]([C:21]#[C:22][C@:23]3([OH:30])[CH2:27][CH2:26][N:25]([CH3:28])[C:24]3=[O:29])[CH:16]=2)=[N:6][C:7]=1[O:8][CH:9]1[CH2:14][CH2:13][O:12][CH2:11][CH2:10]1. The yield is 0.0800.